Predict the reactants needed to synthesize the given product. From a dataset of Full USPTO retrosynthesis dataset with 1.9M reactions from patents (1976-2016). (1) Given the product [NH:27]1[CH2:28][CH2:29][CH2:30][C@H:25]([NH:24][C:22]([C:9]2[CH:8]=[C:7]([C:1]3[CH:2]=[CH:3][CH:4]=[CH:5][CH:6]=3)[S:11][C:10]=2[NH:12][C:13]([NH:15][C:16]2[CH:21]=[N:20][CH:19]=[CH:18][N:17]=2)=[O:14])=[O:23])[CH2:26]1, predict the reactants needed to synthesize it. The reactants are: [C:1]1([C:7]2[S:11][C:10]([NH:12][C:13]([NH:15][C:16]3[CH:21]=[N:20][CH:19]=[CH:18][N:17]=3)=[O:14])=[C:9]([C:22]([NH:24][C@H:25]3[CH2:30][CH2:29][CH2:28][N:27](C(OC(C)(C)C)=O)[CH2:26]3)=[O:23])[CH:8]=2)[CH:6]=[CH:5][CH:4]=[CH:3][CH:2]=1.Cl. (2) Given the product [C:1](=[O:26])([O:7][C:8]1[N:12]([C:13]2[CH:18]=[CH:17][CH:16]=[CH:15][N:14]=2)[N:11]=[C:10]([C:19]2[CH:24]=[CH:23][C:22]([C:32]3[CH:33]=[CH:34][C:29]([O:28][CH3:27])=[CH:30][CH:31]=3)=[CH:21][CH:20]=2)[CH:9]=1)[O:2][C:3]([CH3:6])([CH3:5])[CH3:4], predict the reactants needed to synthesize it. The reactants are: [C:1](=[O:26])([O:7][C:8]1[N:12]([C:13]2[CH:18]=[CH:17][CH:16]=[CH:15][N:14]=2)[N:11]=[C:10]([C:19]2[CH:24]=[CH:23][C:22](I)=[CH:21][CH:20]=2)[CH:9]=1)[O:2][C:3]([CH3:6])([CH3:5])[CH3:4].[CH3:27][O:28][C:29]1[CH:34]=[CH:33][C:32](B(O)O)=[CH:31][CH:30]=1.C1(B(O)O)C=CC=CC=1.